The task is: Regression. Given two drug SMILES strings and cell line genomic features, predict the synergy score measuring deviation from expected non-interaction effect.. This data is from NCI-60 drug combinations with 297,098 pairs across 59 cell lines. (1) Drug 1: CCCCCOC(=O)NC1=NC(=O)N(C=C1F)C2C(C(C(O2)C)O)O. Drug 2: C1CN1C2=NC(=NC(=N2)N3CC3)N4CC4. Cell line: K-562. Synergy scores: CSS=21.7, Synergy_ZIP=8.23, Synergy_Bliss=0.926, Synergy_Loewe=-40.0, Synergy_HSA=-17.4. (2) Drug 1: CC12CCC(CC1=CCC3C2CCC4(C3CC=C4C5=CN=CC=C5)C)O. Drug 2: C1=CN(C(=O)N=C1N)C2C(C(C(O2)CO)O)O.Cl. Cell line: CCRF-CEM. Synergy scores: CSS=56.0, Synergy_ZIP=-2.49, Synergy_Bliss=-4.38, Synergy_Loewe=-27.7, Synergy_HSA=-3.03. (3) Drug 1: CCC1(CC2CC(C3=C(CCN(C2)C1)C4=CC=CC=C4N3)(C5=C(C=C6C(=C5)C78CCN9C7C(C=CC9)(C(C(C8N6C)(C(=O)OC)O)OC(=O)C)CC)OC)C(=O)OC)O.OS(=O)(=O)O. Drug 2: CC12CCC3C(C1CCC2OP(=O)(O)O)CCC4=C3C=CC(=C4)OC(=O)N(CCCl)CCCl.[Na+]. Cell line: BT-549. Synergy scores: CSS=13.3, Synergy_ZIP=0.279, Synergy_Bliss=5.88, Synergy_Loewe=2.34, Synergy_HSA=2.38.